Dataset: Reaction yield outcomes from USPTO patents with 853,638 reactions. Task: Predict the reaction yield, written as a fraction of the theoretical maximum amount of product (1.0 means a 100% yield; for example, 0.34 means a 34% yield). (1) The reactants are C([O:8][C:9]([C:11]1[C:20]2[C:15](=[CH:16][CH:17]=[CH:18][CH:19]=2)[C:14]([O:21][CH3:22])=[C:13]([I:23])[C:12]=1[O:24][CH3:25])=[O:10])C1C=CC=CC=1.C[Si](I)(C)C.C([O-])(O)=O.[Na+].[O-]S([O-])(=S)=O.[Na+].[Na+].Cl. The catalyst is C(#N)C. The product is [I:23][C:13]1[C:12]([O:24][CH3:25])=[C:11]([C:9]([OH:10])=[O:8])[C:20]2[C:15]([C:14]=1[O:21][CH3:22])=[CH:16][CH:17]=[CH:18][CH:19]=2. The yield is 0.830. (2) The reactants are [C:1]([O:5][C:6]([N:8]([C:16]1[C:20]2[CH:21]=[C:22]([Cl:26])[C:23]([CH3:25])=[CH:24][C:19]=2[O:18][N:17]=1)[C:9](=[O:15])[O:10][C:11]([CH3:14])([CH3:13])[CH3:12])=[O:7])([CH3:4])([CH3:3])[CH3:2].[Br:27]N1C(=O)CCC1=O.CC(N=NC(C#N)(C)C)(C#N)C. The catalyst is C(Cl)(Cl)(Cl)Cl. The product is [Br:27][CH2:25][C:23]1[C:22]([Cl:26])=[CH:21][C:20]2[C:16]([N:8]([C:9]([O:10][C:11]([CH3:14])([CH3:13])[CH3:12])=[O:15])[C:6](=[O:7])[O:5][C:1]([CH3:2])([CH3:3])[CH3:4])=[N:17][O:18][C:19]=2[CH:24]=1. The yield is 0.840.